From a dataset of TCR-epitope binding with 47,182 pairs between 192 epitopes and 23,139 TCRs. Binary Classification. Given a T-cell receptor sequence (or CDR3 region) and an epitope sequence, predict whether binding occurs between them. (1) The epitope is RLQSLQTYV. The TCR CDR3 sequence is CASSYSTGSYNEQFF. Result: 0 (the TCR does not bind to the epitope). (2) The epitope is LLWNGPMAV. The TCR CDR3 sequence is CASSLPQGGYGDTQYF. Result: 0 (the TCR does not bind to the epitope). (3) The epitope is AVFDRKSDAK. The TCR CDR3 sequence is CASSWTGSEQYF. Result: 0 (the TCR does not bind to the epitope). (4) The epitope is SFHSLHLLF. The TCR CDR3 sequence is CASSSIYNEKLFF. Result: 0 (the TCR does not bind to the epitope). (5) The epitope is FTISVTTEIL. The TCR CDR3 sequence is CASRLGLAGIDTQYF. Result: 1 (the TCR binds to the epitope). (6) The epitope is LLWNGPMAV. The TCR CDR3 sequence is CASTPEGSYNEQFF. Result: 1 (the TCR binds to the epitope). (7) The epitope is KLWAQCVQL. The TCR CDR3 sequence is CASTGGQYGYTF. Result: 0 (the TCR does not bind to the epitope). (8) The epitope is YLNTLTLAV. The TCR CDR3 sequence is CASSFYLGQTNEKLFF. Result: 1 (the TCR binds to the epitope). (9) Result: 0 (the TCR does not bind to the epitope). The TCR CDR3 sequence is CASSQDSRGRGYNEQFF. The epitope is ISDYDYYRY.